Dataset: Reaction yield outcomes from USPTO patents with 853,638 reactions. Task: Predict the reaction yield, written as a fraction of the theoretical maximum amount of product (1.0 means a 100% yield; for example, 0.34 means a 34% yield). (1) The reactants are I[C:2]1[C:10]2[C:5](=[CH:6][CH:7]=[C:8]([C:11]3[S:15][C:14]([NH:16][CH2:17][C:18]4[CH:23]=[CH:22][C:21]([O:24][CH3:25])=[CH:20][CH:19]=4)=[N:13][N:12]=3)[CH:9]=2)[N:4]([S:26]([C:29]2[CH:35]=[CH:34][C:32]([CH3:33])=[CH:31][CH:30]=2)(=[O:28])=[O:27])[CH:3]=1.[CH:36]1([NH:39][C:40]2[CH:45]=[N:44][CH:43]=[C:42]([Sn](C)(C)C)[N:41]=2)[CH2:38][CH2:37]1. The catalyst is CN(C=O)C.C(Cl)Cl.[Cu]I.C1C=CC([P]([Pd]([P](C2C=CC=CC=2)(C2C=CC=CC=2)C2C=CC=CC=2)([P](C2C=CC=CC=2)(C2C=CC=CC=2)C2C=CC=CC=2)[P](C2C=CC=CC=2)(C2C=CC=CC=2)C2C=CC=CC=2)(C2C=CC=CC=2)C2C=CC=CC=2)=CC=1. The product is [CH:36]1([NH:39][C:40]2[N:41]=[C:42]([C:2]3[C:10]4[C:5](=[CH:6][CH:7]=[C:8]([C:11]5[S:15][C:14]([NH:16][CH2:17][C:18]6[CH:19]=[CH:20][C:21]([O:24][CH3:25])=[CH:22][CH:23]=6)=[N:13][N:12]=5)[CH:9]=4)[N:4]([S:26]([C:29]4[CH:35]=[CH:34][C:32]([CH3:33])=[CH:31][CH:30]=4)(=[O:28])=[O:27])[CH:3]=3)[CH:43]=[N:44][CH:45]=2)[CH2:38][CH2:37]1. The yield is 0.177. (2) The reactants are [N+:1]([C:4]1[NH:8][C:7]([C:9]([NH:11][CH:12]([C:14]2[N:19]=[N:18][C:17]([NH:20][C:21]3[CH:26]=[C:25]([O:27][CH3:28])[C:24]([O:29][CH3:30])=[C:23]([O:31][CH3:32])[CH:22]=3)=[N:16][CH:15]=2)[CH3:13])=O)=[CH:6][CH:5]=1)([O-:3])=[O:2].N1C=NC=N1.P(Cl)(Cl)(Cl)=O. The catalyst is N1C=CC=CC=1. The product is [CH3:13][C:12]1[N:11]=[C:9]([C:7]2[NH:8][C:4]([N+:1]([O-:3])=[O:2])=[CH:5][CH:6]=2)[N:19]2[C:14]=1[CH:15]=[N:16][C:17]([NH:20][C:21]1[CH:26]=[C:25]([O:27][CH3:28])[C:24]([O:29][CH3:30])=[C:23]([O:31][CH3:32])[CH:22]=1)=[N:18]2. The yield is 0.490. (3) The reactants are Br[C:2]1[CH:7]=[CH:6][CH:5]=[CH:4][C:3]=1[S:8][CH2:9][CH2:10][C:11]([O:13][CH2:14][CH3:15])=[O:12].[F:16][C:17]1[CH:22]=[C:21](B2OC(C)(C)C(C)(C)O2)[CH:20]=[CH:19][C:18]=1[C:32]1[CH:33]=[N:34][C:35]([NH2:38])=[N:36][CH:37]=1.C(Cl)Cl.C([O-])([O-])=O.[Na+].[Na+]. The catalyst is C1C=CC(P(C2C=CC=CC=2)[C-]2C=CC=C2)=CC=1.C1C=CC(P(C2C=CC=CC=2)[C-]2C=CC=C2)=CC=1.Cl[Pd]Cl.[Fe+2].O1CCOCC1.O. The yield is 0.820. The product is [NH2:38][C:35]1[N:36]=[CH:37][C:32]([C:18]2[C:17]([F:16])=[CH:22][C:21]([C:2]3[CH:7]=[CH:6][CH:5]=[CH:4][C:3]=3[S:8][CH2:9][CH2:10][C:11]([O:13][CH2:14][CH3:15])=[O:12])=[CH:20][CH:19]=2)=[CH:33][N:34]=1. (4) The reactants are [ClH:1].[CH2:2]([C:6]1[N:7]=[C:8]([NH2:11])[NH:9][CH:10]=1)[CH2:3][C:4]#[CH:5].[N:12]([CH2:15][C:16]1[C:24]2[C:19](=[CH:20][CH:21]=[CH:22][CH:23]=2)[NH:18][CH:17]=1)=[N+:13]=[N-:14]. No catalyst specified. The product is [ClH:1].[NH:18]1[C:19]2[C:24](=[CH:23][CH:22]=[CH:21][CH:20]=2)[C:16]([CH2:15][N:12]2[CH:5]=[C:4]([CH2:3][CH2:2][C:6]3[N:7]=[C:8]([NH2:11])[NH:9][CH:10]=3)[N:14]=[N:13]2)=[CH:17]1. The yield is 0.580.